From a dataset of Peptide-MHC class I binding affinity with 185,985 pairs from IEDB/IMGT. Regression. Given a peptide amino acid sequence and an MHC pseudo amino acid sequence, predict their binding affinity value. This is MHC class I binding data. (1) The peptide sequence is GTGSGVSSK. The MHC is HLA-A68:01 with pseudo-sequence HLA-A68:01. The binding affinity (normalized) is 0.246. (2) The peptide sequence is TTRAVNMEV. The MHC is HLA-B51:01 with pseudo-sequence HLA-B51:01. The binding affinity (normalized) is 0.0847. (3) The peptide sequence is GILKSILKV. The MHC is HLA-A02:01 with pseudo-sequence HLA-A02:01. The binding affinity (normalized) is 0.659. (4) The peptide sequence is AKNPNRFVI. The MHC is HLA-A02:06 with pseudo-sequence HLA-A02:06. The binding affinity (normalized) is 0. (5) The peptide sequence is LIGANYLGK. The MHC is HLA-A11:01 with pseudo-sequence HLA-A11:01. The binding affinity (normalized) is 0.368.